This data is from Catalyst prediction with 721,799 reactions and 888 catalyst types from USPTO. The task is: Predict which catalyst facilitates the given reaction. (1) Reactant: Br[C:2]1[C:3](=[O:21])[CH2:4][CH2:5][C:6]2([CH2:17][CH2:18][CH2:19][CH3:20])[C:14]=1[C:13]1[C:8](=[CH:9][C:10]([O:15][CH3:16])=[CH:11][CH:12]=1)[CH2:7]2.[CH2:22]([Sn]12CCCN(CCC1)CCC2)[C:23]1[CH:28]=[CH:27][CH:26]=[CH:25][CH:24]=1. Product: [CH2:22]([C:2]1[C:3](=[O:21])[CH2:4][CH2:5][C:6]2([CH2:17][CH2:18][CH2:19][CH3:20])[C:14]=1[C:13]1[C:8](=[CH:9][C:10]([O:15][CH3:16])=[CH:11][CH:12]=1)[CH2:7]2)[C:23]1[CH:28]=[CH:27][CH:26]=[CH:25][CH:24]=1. The catalyst class is: 109. (2) The catalyst class is: 1. Product: [CH:30]1([CH:33]([C:10]2[N:11]([S:15]([C:18]3[CH:23]=[CH:22][CH:21]=[CH:20][CH:19]=3)(=[O:17])=[O:16])[C:12]3[C:8]([CH:9]=2)=[C:7]2[CH2:24][N:2]([CH3:1])[CH2:3][CH2:4][O:5][C:6]2=[CH:14][CH:13]=3)[OH:34])[CH2:32][CH2:31]1. Reactant: [CH3:1][N:2]1[CH2:24][C:7]2=[C:8]3[C:12](=[CH:13][CH:14]=[C:6]2[O:5][CH2:4][CH2:3]1)[N:11]([S:15]([C:18]1[CH:23]=[CH:22][CH:21]=[CH:20][CH:19]=1)(=[O:17])=[O:16])[CH:10]=[CH:9]3.[Li]CCCC.[CH:30]1([C:33](OC)=[O:34])[CH2:32][CH2:31]1.